Dataset: Forward reaction prediction with 1.9M reactions from USPTO patents (1976-2016). Task: Predict the product of the given reaction. (1) Given the reactants O=P(Cl)(Cl)Cl.[C:6]([NH2:9])(=O)[CH3:7].[NH2:10][C:11]1[S:16][CH2:15][C:14]2[CH:17]=[CH:18][CH:19]=[CH:20][C:13]=2[N:12]=1.[OH-].[Na+].[C:23]1(C)C=CC=CC=1, predict the reaction product. The product is: [N:12]1[C:13]2[CH:20]=[CH:19][CH:18]=[CH:17][C:14]=2[CH2:15][S:16][C:11]=1[N:10]=[C:6]([NH:9][CH3:23])[CH3:7]. (2) Given the reactants [C:1]([O:5][C:6](=[O:18])[NH:7][CH2:8][CH2:9][N:10]1[CH:14]=[C:13]([N+:15]([O-])=O)[N:12]=[CH:11]1)([CH3:4])([CH3:3])[CH3:2], predict the reaction product. The product is: [C:1]([O:5][C:6](=[O:18])[NH:7][CH2:8][CH2:9][N:10]1[CH:14]=[C:13]([NH2:15])[N:12]=[CH:11]1)([CH3:4])([CH3:2])[CH3:3].